From a dataset of Full USPTO retrosynthesis dataset with 1.9M reactions from patents (1976-2016). Predict the reactants needed to synthesize the given product. (1) Given the product [Br:23][CH2:2][C:1]([C:4]1[C:13]2[O:12][CH2:11][C:10](=[O:14])[NH:9][C:8]=2[CH:7]=[C:6]([O:15][CH2:16][C:17]2[CH:22]=[CH:21][CH:20]=[CH:19][CH:18]=2)[CH:5]=1)=[O:3], predict the reactants needed to synthesize it. The reactants are: [C:1]([C:4]1[C:13]2[O:12][CH2:11][C:10](=[O:14])[NH:9][C:8]=2[CH:7]=[C:6]([O:15][CH2:16][C:17]2[CH:22]=[CH:21][CH:20]=[CH:19][CH:18]=2)[CH:5]=1)(=[O:3])[CH3:2].[Br-:23].[Br-].[Br-].C([N+](CCCC)(CCCC)CCCC)CCC.C([N+](CCCC)(CCCC)CCCC)CCC.C([N+](CCCC)(CCCC)CCCC)CCC.O. (2) Given the product [F:25][C:19]1[C:20]([F:24])=[CH:21][CH:22]=[CH:23][C:18]=1[C:16]1[N:17]=[C:12]2[CH:11]=[N:10][N:9]([CH2:8][C:5]3[CH:4]=[CH:3][C:2]([C:33]4[CH:34]=[CH:35][C:30]([O:29][CH2:26][CH2:27][CH3:28])=[CH:31][CH:32]=4)=[CH:7][N:6]=3)[CH:14]=[C:13]2[N:15]=1, predict the reactants needed to synthesize it. The reactants are: Br[C:2]1[CH:3]=[CH:4][C:5]([CH2:8][N:9]2[CH:14]=[C:13]3[N:15]=[C:16]([C:18]4[CH:23]=[CH:22][CH:21]=[C:20]([F:24])[C:19]=4[F:25])[N:17]=[C:12]3[CH:11]=[N:10]2)=[N:6][CH:7]=1.[CH2:26]([O:29][C:30]1[CH:35]=[CH:34][C:33](B(O)O)=[CH:32][CH:31]=1)[CH2:27][CH3:28]. (3) Given the product [C:1]([N:8]1[CH2:9][CH2:10][CH2:11][CH2:12][CH:13]1[CH3:14])([O:3][C:4]([CH3:7])([CH3:6])[CH3:5])=[O:2], predict the reactants needed to synthesize it. The reactants are: [C:1]([N:8]1[CH2:13][CH2:12][CH2:11][CH2:10][CH2:9]1)([O:3][C:4]([CH3:7])([CH3:6])[CH3:5])=[O:2].[CH3:14]N(CCN(C)C)C.[Li]C(CC)C.S(OC)(OC)(=O)=O. (4) Given the product [Cl:1][C:2]1[N:7]=[C:6]([C:8]2[S:12][C:11]([CH:13]([CH3:15])[CH3:14])=[N:10][C:9]=2[C:16]2[CH:17]=[C:18]([NH:22][S:37]([C:31]3[C:32]([F:36])=[CH:33][CH:34]=[CH:35][C:30]=3[F:29])(=[O:39])=[O:38])[CH:19]=[CH:20][CH:21]=2)[CH:5]=[CH:4][N:3]=1, predict the reactants needed to synthesize it. The reactants are: [Cl:1][C:2]1[N:7]=[C:6]([C:8]2[S:12][C:11]([CH:13]([CH3:15])[CH3:14])=[N:10][C:9]=2[C:16]2[CH:17]=[C:18]([NH2:22])[CH:19]=[CH:20][CH:21]=2)[CH:5]=[CH:4][N:3]=1.N1C=CC=CC=1.[F:29][C:30]1[CH:35]=[CH:34][CH:33]=[C:32]([F:36])[C:31]=1[S:37](Cl)(=[O:39])=[O:38]. (5) Given the product [CH2:1]([O:3][C:4](=[O:24])[CH2:5][C:6]1[O:7][C:8]([CH3:23])=[C:9]([CH2:11][OH:12])[CH:10]=1)[CH3:2], predict the reactants needed to synthesize it. The reactants are: [CH2:1]([O:3][C:4](=[O:24])[CH2:5][C:6]1[O:7][C:8]([CH3:23])=[C:9]([CH2:11][O:12][Si](C(C)C)(C(C)C)C(C)C)[CH:10]=1)[CH3:2].[F-].C([N+](CCCC)(CCCC)CCCC)CCC.